Dataset: Full USPTO retrosynthesis dataset with 1.9M reactions from patents (1976-2016). Task: Predict the reactants needed to synthesize the given product. (1) Given the product [OH:13][C@@H:10]1[CH2:11][CH2:12][N:8]([C:6]([O:5][C:1]([CH3:2])([CH3:3])[CH3:4])=[O:7])[C@@H:9]1[CH2:14][OH:15], predict the reactants needed to synthesize it. The reactants are: [C:1]([O:5][C:6]([N:8]1[CH2:12][CH2:11][C@@H:10]([OH:13])[C@H:9]1[C:14](O)=[O:15])=[O:7])([CH3:4])([CH3:3])[CH3:2].[Li+].[Cl-].[BH4-].[Na+].Cl. (2) Given the product [CH2:2]([O:4][C:5]([C:7]1[C:8]2[S:16][CH:15]=[C:14]([CH2:17][O:18][C:19]3[CH:24]=[CH:23][CH:22]=[C:21](/[CH:25]=[CH:26]/[C:27]4[CH:28]=[CH:29][C:30]([Cl:33])=[CH:31][CH:32]=4)[CH:20]=3)[C:9]=2[C:10]([NH2:1])=[N:11][CH:12]=1)=[O:6])[CH3:3], predict the reactants needed to synthesize it. The reactants are: [NH3:1].[CH2:2]([O:4][C:5]([C:7]1[C:8]2[S:16][CH:15]=[C:14]([CH2:17][O:18][C:19]3[CH:24]=[CH:23][CH:22]=[C:21]([CH:25]=[CH:26][C:27]4[CH:32]=[CH:31][C:30]([Cl:33])=[CH:29][CH:28]=4)[CH:20]=3)[C:9]=2[C:10](Cl)=[N:11][CH:12]=1)=[O:6])[CH3:3]. (3) Given the product [CH3:12][C:9]1[CH:8]=[CH:7][CH:6]=[C:5]2[C:10]=1[CH:11]=[C:2]([N:26]1[CH2:25][CH2:24][N:23]([CH2:22][CH2:21][CH2:20][N:14]3[CH2:15][CH2:16][CH2:17][CH2:18][CH2:19]3)[CH2:28][CH2:27]1)[NH:3][C:4]2=[O:13], predict the reactants needed to synthesize it. The reactants are: Cl[C:2]1[NH:3][C:4](=[O:13])[C:5]2[C:10]([CH:11]=1)=[C:9]([CH3:12])[CH:8]=[CH:7][CH:6]=2.[N:14]1([CH2:20][CH2:21][CH2:22][N:23]2[CH2:28][CH2:27][NH:26][CH2:25][CH2:24]2)[CH2:19][CH2:18][CH2:17][CH2:16][CH2:15]1.